Dataset: Catalyst prediction with 721,799 reactions and 888 catalyst types from USPTO. Task: Predict which catalyst facilitates the given reaction. (1) The catalyst class is: 313. Product: [F:1][C:2]1[CH:7]=[C:6]([OH:8])[C:5]([F:10])=[CH:4][C:3]=1[C:11]1[C:12](=[O:25])[N:13]([CH3:24])[C:14]([NH:17][C:18]2[CH:23]=[CH:22][CH:21]=[CH:20][CH:19]=2)=[N:15][CH:16]=1. Reactant: [F:1][C:2]1[CH:7]=[C:6]([O:8]C)[C:5]([F:10])=[CH:4][C:3]=1[C:11]1[C:12](=[O:25])[N:13]([CH3:24])[C:14]([NH:17][C:18]2[CH:23]=[CH:22][CH:21]=[CH:20][CH:19]=2)=[N:15][CH:16]=1.Br.[OH-].[Na+]. (2) Reactant: Cl[C:2]1[C:11]2[C:6](=[CH:7][C:8]([S:12]([N:15]([CH2:21][C:22]3[CH:27]=[CH:26][C:25]([O:28][CH3:29])=[CH:24][CH:23]=3)[C:16]3[S:17][CH:18]=[CH:19][N:20]=3)(=[O:14])=[O:13])=[CH:9][CH:10]=2)[CH:5]=[CH:4][N:3]=1.CC1(C)C(C)(C)OB([C:38]2[CH:43]=[CH:42][CH:41]=[CH:40][C:39]=2[OH:44])O1.C(=O)([O-])[O-].[K+].[K+].O1CCOCC1. Product: [OH:44][C:39]1[CH:40]=[CH:41][CH:42]=[CH:43][C:38]=1[C:2]1[C:11]2[C:6](=[CH:7][C:8]([S:12]([N:15]([CH2:21][C:22]3[CH:27]=[CH:26][C:25]([O:28][CH3:29])=[CH:24][CH:23]=3)[C:16]3[S:17][CH:18]=[CH:19][N:20]=3)(=[O:14])=[O:13])=[CH:9][CH:10]=2)[CH:5]=[CH:4][N:3]=1. The catalyst class is: 103.